This data is from Peptide-MHC class I binding affinity with 185,985 pairs from IEDB/IMGT. The task is: Regression. Given a peptide amino acid sequence and an MHC pseudo amino acid sequence, predict their binding affinity value. This is MHC class I binding data. The peptide sequence is YTAVVPLVV. The MHC is HLA-B57:01 with pseudo-sequence HLA-B57:01. The binding affinity (normalized) is 0.0672.